Dataset: Catalyst prediction with 721,799 reactions and 888 catalyst types from USPTO. Task: Predict which catalyst facilitates the given reaction. (1) Reactant: [NH2:1][C:2]1[N:7]=[C:6]([C:8]2[NH:16][C:15]3[CH2:14][CH2:13][NH:12][C:11](=[O:17])[C:10]=3[CH:9]=2)[CH:5]=[CH:4][N:3]=1.FC(F)(F)C(O)=O.[CH:25]1([CH:31]=O)[CH2:30][CH2:29][CH2:28][CH2:27][CH2:26]1.C(O[BH-](OC(=O)C)OC(=O)C)(=O)C.[Na+]. Product: [CH:25]1([CH2:31][NH:1][C:2]2[N:7]=[C:6]([C:8]3[NH:16][C:15]4[CH2:14][CH2:13][NH:12][C:11](=[O:17])[C:10]=4[CH:9]=3)[CH:5]=[CH:4][N:3]=2)[CH2:30][CH2:29][CH2:28][CH2:27][CH2:26]1. The catalyst class is: 3. (2) Reactant: [F:1][C:2]1[CH:10]=[C:9]2[C:5]([CH:6]=[N:7][NH:8]2)=[CH:4][C:3]=1[NH2:11].[Cl:12][C:13]1[CH:18]=[CH:17][C:16]([CH:19]2[CH2:24][C:23](=[O:25])[NH:22][C:21]([CH3:26])=[C:20]2[C:27](O)=[O:28])=[CH:15][C:14]=1[O:30][CH3:31].C(Cl)CCl.CCN(CC)CC. Product: [Cl:12][C:13]1[CH:18]=[CH:17][C:16]([CH:19]2[CH2:24][C:23](=[O:25])[NH:22][C:21]([CH3:26])=[C:20]2[C:27]([NH:11][C:3]2[CH:4]=[C:5]3[C:9](=[CH:10][C:2]=2[F:1])[NH:8][N:7]=[CH:6]3)=[O:28])=[CH:15][C:14]=1[O:30][CH3:31]. The catalyst class is: 861. (3) Reactant: C([O-])(=O)C.[NH4+:5].[C-:6]#[N:7].[K+].[CH3:9][C:10]1[CH:15]=[C:14]([NH:16][CH3:17])[CH:13]=[C:12]([CH3:18])[C:11]=1/[CH:19]=[CH:20]/[S:21]([N:24]1[CH2:29][CH2:28][C:27](=O)[CH2:26][CH2:25]1)(=[O:23])=[O:22].C([O-])(O)=O.[Na+]. Product: [NH2:5][C:27]1([C:6]#[N:7])[CH2:28][CH2:29][N:24]([S:21](/[CH:20]=[CH:19]/[C:11]2[C:10]([CH3:9])=[CH:15][C:14]([NH:16][CH3:17])=[CH:13][C:12]=2[CH3:18])(=[O:23])=[O:22])[CH2:25][CH2:26]1. The catalyst class is: 5. (4) Reactant: [F:1][C:2]1[CH:7]=[C:6]([N+:8]([O-])=O)[CH:5]=[CH:4][C:3]=1[C:11]([N:13]([CH3:26])[CH2:14][CH2:15][CH2:16][N:17]([CH3:25])[C:18](=[O:24])[O:19][C:20]([CH3:23])([CH3:22])[CH3:21])=[O:12].[H][H]. Product: [NH2:8][C:6]1[CH:5]=[CH:4][C:3]([C:11]([N:13]([CH3:26])[CH2:14][CH2:15][CH2:16][N:17]([CH3:25])[C:18](=[O:24])[O:19][C:20]([CH3:23])([CH3:21])[CH3:22])=[O:12])=[C:2]([F:1])[CH:7]=1. The catalyst class is: 129. (5) Reactant: [C:1]([C@@H:8]([CH2:12][CH3:13])[CH:9](N)[OH:10])([O:3][C:4]([CH3:7])([CH3:6])[CH3:5])=[O:2].CC1(C)[N:20]([O])C(C)(C)CCC1.[Br-].[Na+].C(=O)([O-])O.[Na+]. Product: [C:4]([O:3][C:1]([C@:8]([NH2:20])([CH2:12][CH3:13])[CH:9]=[O:10])=[O:2])([CH3:7])([CH3:6])[CH3:5]. The catalyst class is: 46. (6) Reactant: [O-]CC.[Na+].[CH2:5]([O:7][C:8](=[O:14])[C:9](OCC)=[O:10])[CH3:6].[CH2:15]([O:17][C:18](=[O:29])[CH2:19][O:20][C:21]1[CH:26]=[CH:25][CH:24]=[C:23]([O:27][CH3:28])[CH:22]=1)[CH3:16].Cl. Product: [CH2:15]([O:17][C:18](=[O:29])[CH:19]([O:20][C:21]1[CH:26]=[CH:25][CH:24]=[C:23]([O:27][CH3:28])[CH:22]=1)[C:9](=[O:10])[C:8]([O:7][CH2:5][CH3:6])=[O:14])[CH3:16]. The catalyst class is: 27. (7) Reactant: [NH2:1][C:2]1([CH3:13])[C:7](=[O:8])[N:6]([CH2:9][CH3:10])[C:5](=[O:11])[NH:4][C:3]1=[O:12].[F:14][C:15]1[C:16]([F:28])=[C:17]([F:27])[C:18]([F:26])=[C:19]2C(=O)O[C:21](=[O:22])[C:20]=12.CN(C=O)C. Product: [CH2:9]([N:6]1[C:7](=[O:8])[C:2]([NH:1][C:21](=[O:22])[C:20]2[CH:19]=[C:18]([F:26])[C:17]([F:27])=[C:16]([F:28])[C:15]=2[F:14])([CH3:13])[C:3](=[O:12])[NH:4][C:5]1=[O:11])[CH3:10]. The catalyst class is: 6. (8) Reactant: [CH2:1](Br)[C:2]1[CH:7]=[CH:6][CH:5]=[CH:4][CH:3]=1.[NH2:9][C:10]1[CH:11]=[C:12]2[C:17](=[C:18]([C:20]([NH2:22])=[O:21])[CH:19]=1)[N:16]=[CH:15][N:14]=[C:13]2[NH:23][CH2:24][C:25]1[CH:30]=[CH:29][C:28]([Cl:31])=[C:27]([C:32]([F:35])([F:34])[F:33])[CH:26]=1.C(=O)([O-])[O-].[Cs+].[Cs+]. Product: [CH2:1]([NH:9][C:10]1[CH:11]=[C:12]2[C:17](=[C:18]([C:20]([NH2:22])=[O:21])[CH:19]=1)[N:16]=[CH:15][N:14]=[C:13]2[NH:23][CH2:24][C:25]1[CH:30]=[CH:29][C:28]([Cl:31])=[C:27]([C:32]([F:34])([F:35])[F:33])[CH:26]=1)[C:2]1[CH:7]=[CH:6][CH:5]=[CH:4][CH:3]=1. The catalyst class is: 2. (9) Reactant: [ClH:1].[CH3:2][O:3][C:4]1[CH:5]=[C:6]2[C:11](=[CH:12][C:13]=1[O:14][CH3:15])[CH2:10][NH:9][CH2:8][CH2:7]2.S(Cl)([Cl:19])(=O)=O. The catalyst class is: 15. Product: [ClH:19].[Cl:1][C:5]1[C:4]([O:3][CH3:2])=[C:13]([O:14][CH3:15])[C:12]([Cl:19])=[C:11]2[C:6]=1[CH2:7][CH2:8][NH:9][CH2:10]2.